Dataset: Catalyst prediction with 721,799 reactions and 888 catalyst types from USPTO. Task: Predict which catalyst facilitates the given reaction. Reactant: [Cl:1][C:2]1[N:7]=C(NCC2C=CC=CC=2)C([N+]([O-])=O)=[CH:4][N:3]=1.NC1[CH:21]=[C:22]([CH:26]=[CH:27][CH:28]=1)[C:23](N)=O.CC[N:31]([CH2:34][CH3:35])[CH2:32][CH3:33].[CH3:36]O. Product: [Cl:1][C:2]1[N:7]=[C:34]([NH:31][C:32]2[C:33]([CH3:36])=[CH:21][C:22]([CH3:23])=[CH:26][C:27]=2[CH3:28])[CH:35]=[CH:4][N:3]=1. The catalyst class is: 3.